From a dataset of Full USPTO retrosynthesis dataset with 1.9M reactions from patents (1976-2016). Predict the reactants needed to synthesize the given product. (1) Given the product [NH2:1][C:4]1[CH:5]=[C:6]2[C:10](=[CH:11][CH:12]=1)[N:9]=[C:8]([CH3:13])[C:7]2([CH3:15])[CH3:14], predict the reactants needed to synthesize it. The reactants are: [N+:1]([C:4]1[CH:5]=[C:6]2[C:10](=[CH:11][CH:12]=1)[N:9]=[C:8]([CH3:13])[C:7]2([CH3:15])[CH3:14])([O-])=O.Cl. (2) Given the product [CH3:1][O:2][C:3]1[CH:11]=[CH:10][CH:9]=[CH:8][C:4]=1[C:5]([N:43]1[CH2:48][CH2:47][C:46]2([CH2:57][C:56](=[O:58])[C:55]3[C:50](=[CH:51][CH:52]=[CH:53][CH:54]=3)[O:49]2)[CH2:45][CH2:44]1)=[O:6], predict the reactants needed to synthesize it. The reactants are: [CH3:1][O:2][C:3]1[CH:11]=[CH:10][CH:9]=[CH:8][C:4]=1[C:5](O)=[O:6].CN(C(ON1N=NC2C=CC=NC1=2)=[N+](C)C)C.F[P-](F)(F)(F)(F)F.CCN(CC)CC.[NH:43]1[CH2:48][CH2:47][C:46]2([CH2:57][C:56](=[O:58])[C:55]3[C:50](=[CH:51][CH:52]=[CH:53][CH:54]=3)[O:49]2)[CH2:45][CH2:44]1.